From a dataset of Forward reaction prediction with 1.9M reactions from USPTO patents (1976-2016). Predict the product of the given reaction. (1) Given the reactants [C:1]([C:3]1[CH:8]=[CH:7][C:6]([C@@H:9]2[O:14][CH2:13][CH2:12][N:11]([C:15]([O:17][C:18]([CH3:21])([CH3:20])[CH3:19])=[O:16])[CH2:10]2)=[CH:5][CH:4]=1)#[N:2].Cl.[NH2:23]O.C(=O)([O-])[O-].[Na+].[Na+].C[O:32][C:33](OC)(N(C)C)[CH3:34], predict the reaction product. The product is: [CH3:34][C:33]1[O:32][N:23]=[C:1]([C:3]2[CH:4]=[CH:5][C:6]([C@@H:9]3[O:14][CH2:13][CH2:12][N:11]([C:15]([O:17][C:18]([CH3:21])([CH3:20])[CH3:19])=[O:16])[CH2:10]3)=[CH:7][CH:8]=2)[N:2]=1. (2) Given the reactants [H-].[Na+].[Br:3][C:4]1[CH:9]=[CH:8][C:7]([OH:10])=[C:6]([C:11]2[N:15]([CH3:16])[N:14]=[CH:13][CH:12]=2)[CH:5]=1.[C:17]([C:19]1[CH:20]=[C:21]([S:26]([N:29]([CH2:35][C:36]2[CH:41]=[CH:40][C:39]([O:42][CH3:43])=[CH:38][C:37]=2[O:44][CH3:45])[C:30]2[S:31][CH:32]=[CH:33][N:34]=2)(=[O:28])=[O:27])[CH:22]=[CH:23][C:24]=1F)#[N:18], predict the reaction product. The product is: [Br:3][C:4]1[CH:9]=[CH:8][C:7]([O:10][C:24]2[CH:23]=[CH:22][C:21]([S:26]([N:29]([CH2:35][C:36]3[CH:41]=[CH:40][C:39]([O:42][CH3:43])=[CH:38][C:37]=3[O:44][CH3:45])[C:30]3[S:31][CH:32]=[CH:33][N:34]=3)(=[O:28])=[O:27])=[CH:20][C:19]=2[C:17]#[N:18])=[C:6]([C:11]2[N:15]([CH3:16])[N:14]=[CH:13][CH:12]=2)[CH:5]=1. (3) Given the reactants [Cl:1][C:2]1[CH:9]=[CH:8][CH:7]=[C:6](F)[C:3]=1[CH:4]=[O:5].C(=O)([O-])[O-].[Na+].[Na+].[C:17]([N:24]1[CH2:29][CH2:28][NH:27][CH2:26][CH2:25]1)([O:19][C:20]([CH3:23])([CH3:22])[CH3:21])=[O:18].O, predict the reaction product. The product is: [Cl:1][C:2]1[C:3]([CH:4]=[O:5])=[C:6]([N:27]2[CH2:26][CH2:25][N:24]([C:17]([O:19][C:20]([CH3:23])([CH3:22])[CH3:21])=[O:18])[CH2:29][CH2:28]2)[CH:7]=[CH:8][CH:9]=1. (4) Given the reactants [CH2:1](I)[CH2:2][CH2:3][CH3:4].[C:6]([C:9]1[CH:18]=[C:13]([C:14]([O:16][CH3:17])=[O:15])[C:12]([OH:19])=[CH:11][CH:10]=1)(=[O:8])[CH3:7].C(=O)([O-])[O-].[K+].[K+], predict the reaction product. The product is: [C:6]([C:9]1[CH:10]=[CH:11][C:12]([O:19][CH2:1][CH2:2][CH2:3][CH3:4])=[C:13]([CH:18]=1)[C:14]([O:16][CH3:17])=[O:15])(=[O:8])[CH3:7].